Dataset: Reaction yield outcomes from USPTO patents with 853,638 reactions. Task: Predict the reaction yield, written as a fraction of the theoretical maximum amount of product (1.0 means a 100% yield; for example, 0.34 means a 34% yield). (1) The reactants are OC(C(F)(F)F)=O.C([N:15]1[CH2:20][CH2:19][CH2:18][CH:17]([NH:21][C:22]2[CH:23]=[C:24]([NH:31][C:32]3[CH:37]=[CH:36][C:35]([O:38][CH2:39][CH3:40])=[CH:34][CH:33]=3)[C:25]3[N:26]([CH:28]=[CH:29][N:30]=3)[N:27]=2)[CH2:16]1)C1C=CC=CC=1.C(N1CCCC(N)C1)C1C=CC=CC=1. The catalyst is C(O)(=O)C.[Pd].CO. The product is [CH2:39]([O:38][C:35]1[CH:34]=[CH:33][C:32]([NH:31][C:24]2[C:25]3[N:26]([CH:28]=[CH:29][N:30]=3)[N:27]=[C:22]([NH:21][CH:17]3[CH2:18][CH2:19][CH2:20][NH:15][CH2:16]3)[CH:23]=2)=[CH:37][CH:36]=1)[CH3:40]. The yield is 0.0700. (2) The reactants are [OH:1][C:2]1[CH:9]=[CH:8][C:5]([CH:6]=[O:7])=[CH:4][CH:3]=1.C([O-])([O-])=O.[K+].[K+].[Na+].[I-].Br[CH2:19][C:20]([O:22][C:23]([CH3:26])([CH3:25])[CH3:24])=[O:21]. The catalyst is C(#N)C.C(Cl)Cl.O. The product is [C:23]([O:22][C:20]([CH2:19][O:1][C:2]1[CH:9]=[CH:8][C:5]([CH:6]=[O:7])=[CH:4][CH:3]=1)=[O:21])([CH3:26])([CH3:25])[CH3:24]. The yield is 0.920. (3) The reactants are [CH2:1]([C:4]1[CH:9]=[CH:8][C:7]([S:10](Cl)(=[O:12])=[O:11])=[CH:6][CH:5]=1)[CH2:2][CH3:3].N1C=CC=CC=1.N#N.[NH2:22][C:23]1[CH:24]=[CH:25][C:26]2[O:30][N:29]=[CH:28][C:27]=2[CH:31]=1.C([O-])(O)=O.[Na+]. The catalyst is ClCCl. The product is [O:30]1[C:26]2[CH:25]=[CH:24][C:23]([NH:22][S:10]([C:7]3[CH:8]=[CH:9][C:4]([CH2:1][CH2:2][CH3:3])=[CH:5][CH:6]=3)(=[O:12])=[O:11])=[CH:31][C:27]=2[CH:28]=[N:29]1. The yield is 0.720. (4) The reactants are [NH2:1][C:2]1[N:7]=[C:6]([N:8]2[C:12]3[CH:13]=[C:14](Br)[CH:15]=[CH:16][C:11]=3[N:10]=[C:9]2[O:18][CH2:19][CH2:20][OH:21])[CH:5]=[CH:4][N:3]=1.[CH3:22][C:23]1[O:27][N:26]=[C:25]([C:28]([OH:32])([C:30]#[CH:31])[CH3:29])[CH:24]=1.C(N(CC)CC)C. The catalyst is CS(C)=O.Cl[Pd](Cl)([P](C1C=CC=CC=1)(C1C=CC=CC=1)C1C=CC=CC=1)[P](C1C=CC=CC=1)(C1C=CC=CC=1)C1C=CC=CC=1. The product is [NH2:1][C:2]1[N:7]=[C:6]([N:8]2[C:12]3[CH:13]=[C:14]([C:31]#[C:30][C:28]([C:25]4[CH:24]=[C:23]([CH3:22])[O:27][N:26]=4)([OH:32])[CH3:29])[CH:15]=[CH:16][C:11]=3[N:10]=[C:9]2[O:18][CH2:19][CH2:20][OH:21])[CH:5]=[CH:4][N:3]=1. The yield is 0.280. (5) The reactants are Br[C:2]1[CH:3]=[C:4]([C:22]([O:24][CH3:25])=[O:23])[CH:5]=[N:6][C:7]=1[O:8][CH:9]1[CH2:14][CH2:13][N:12]([C:15]([O:17][C:18]([CH3:21])([CH3:20])[CH3:19])=[O:16])[CH2:11][CH2:10]1.[CH2:26]([NH:28][C:29]([NH:31][C:32]1[CH:37]=[C:36]([C:38]2[S:39][CH:40]=[C:41]([C:43]([F:46])([F:45])[F:44])[N:42]=2)[C:35](B2OC(C)(C)C(C)(C)O2)=[CH:34][N:33]=1)=[O:30])[CH3:27].C(=O)([O-])[O-].[Cs+].[Cs+]. The catalyst is O1CCOCC1.O.C1C=CC([P]([Pd]([P](C2C=CC=CC=2)(C2C=CC=CC=2)C2C=CC=CC=2)([P](C2C=CC=CC=2)(C2C=CC=CC=2)C2C=CC=CC=2)[P](C2C=CC=CC=2)(C2C=CC=CC=2)C2C=CC=CC=2)(C2C=CC=CC=2)C2C=CC=CC=2)=CC=1. The product is [C:18]([O:17][C:15]([N:12]1[CH2:13][CH2:14][CH:9]([O:8][C:7]2[C:2]([C:35]3[CH:34]=[N:33][C:32]([NH:31][C:29](=[O:30])[NH:28][CH2:26][CH3:27])=[CH:37][C:36]=3[C:38]3[S:39][CH:40]=[C:41]([C:43]([F:46])([F:44])[F:45])[N:42]=3)=[CH:3][C:4]([C:22]([O:24][CH3:25])=[O:23])=[CH:5][N:6]=2)[CH2:10][CH2:11]1)=[O:16])([CH3:21])([CH3:20])[CH3:19]. The yield is 0.568.